This data is from Full USPTO retrosynthesis dataset with 1.9M reactions from patents (1976-2016). The task is: Predict the reactants needed to synthesize the given product. (1) Given the product [CH3:34][N:35]([CH3:36])[C:30](=[O:32])[CH2:29][O:28][C:26]1[CH:25]=[CH:24][CH:23]=[C:22]2[C:27]=1[C:18]([NH:17][C:13]1[CH:12]=[C:11]3[C:16](=[CH:15][CH:14]=1)[N:8]([CH2:7][C:2]1[CH:3]=[CH:4][CH:5]=[CH:6][N:1]=1)[N:9]=[CH:10]3)=[N:19][CH:20]=[N:21]2, predict the reactants needed to synthesize it. The reactants are: [N:1]1[CH:6]=[CH:5][CH:4]=[CH:3][C:2]=1[CH2:7][N:8]1[C:16]2[C:11](=[CH:12][C:13]([NH:17][C:18]3[C:27]4[C:22](=[CH:23][CH:24]=[CH:25][C:26]=4[O:28][CH2:29][C:30]([O:32]C)=O)[N:21]=[CH:20][N:19]=3)=[CH:14][CH:15]=2)[CH:10]=[N:9]1.[CH3:34][NH:35][CH3:36]. (2) Given the product [C:66]([O:70][C:71]([NH:73][C@H:74]([C:87]([O:89][CH2:2][C:3]([O:5][C@H:6]([CH2:35][N:36]([S:41]([C:44]1[CH:52]=[CH:51][C:47]2[O:48][CH2:49][O:50][C:46]=2[CH:45]=1)(=[O:43])=[O:42])[CH2:37][CH:38]([CH3:40])[CH3:39])[C@@H:7]([NH:23][C:24]([O:26][C@@H:27]1[C@H:34]2[C@H:30]([O:31][CH2:32][CH2:33]2)[O:29][CH2:28]1)=[O:25])[CH2:8][C:9]1[CH:14]=[CH:13][C:12]([O:15][CH2:16][C:17]2[N:18]=[C:19]([CH3:22])[S:20][CH:21]=2)=[CH:11][CH:10]=1)=[O:4])=[O:88])[CH2:75][CH2:76][CH2:77][CH2:78][NH:79][C:80]([O:82][C:83]([CH3:86])([CH3:85])[CH3:84])=[O:81])=[O:72])([CH3:69])([CH3:67])[CH3:68], predict the reactants needed to synthesize it. The reactants are: Cl[CH2:2][C:3]([O:5][C@H:6]([CH2:35][N:36]([S:41]([C:44]1[CH:52]=[CH:51][C:47]2[O:48][CH2:49][O:50][C:46]=2[CH:45]=1)(=[O:43])=[O:42])[CH2:37][CH:38]([CH3:40])[CH3:39])[C@@H:7]([NH:23][C:24]([O:26][C@@H:27]1[C@H:34]2[C@H:30]([O:31][CH2:32][CH2:33]2)[O:29][CH2:28]1)=[O:25])[CH2:8][C:9]1[CH:14]=[CH:13][C:12]([O:15][CH2:16][C:17]2[N:18]=[C:19]([CH3:22])[S:20][CH:21]=2)=[CH:11][CH:10]=1)=[O:4].C1(NC2CCCCC2)CCCCC1.[C:66]([O:70][C:71]([NH:73][C@H:74]([C:87]([OH:89])=[O:88])[CH2:75][CH2:76][CH2:77][CH2:78][NH:79][C:80]([O:82][C:83]([CH3:86])([CH3:85])[CH3:84])=[O:81])=[O:72])([CH3:69])([CH3:68])[CH3:67]. (3) Given the product [C:26]1([C:19]2[C:20]3[C:25](=[CH:24][CH:23]=[CH:22][CH:21]=3)[N:17]([S:14]([C:11]3[CH:10]=[CH:9][C:8]([C:6]([N:4]4[CH2:5][CH:2]([O:1][C:41](=[O:42])[N:40]([CH3:44])[CH3:39])[CH2:3]4)=[O:7])=[CH:13][CH:12]=3)(=[O:16])=[O:15])[CH:18]=2)[CH:31]=[CH:30][CH:29]=[CH:28][CH:27]=1, predict the reactants needed to synthesize it. The reactants are: [OH:1][CH:2]1[CH2:5][N:4]([C:6]([C:8]2[CH:13]=[CH:12][C:11]([S:14]([N:17]3[C:25]4[C:20](=[CH:21][CH:22]=[CH:23][CH:24]=4)[C:19]([C:26]4[CH:31]=[CH:30][CH:29]=[CH:28][CH:27]=4)=[CH:18]3)(=[O:16])=[O:15])=[CH:10][CH:9]=2)=[O:7])[CH2:3]1.C(N(CC)CC)C.[CH3:39][N:40]([CH3:44])[C:41](Cl)=[O:42]. (4) Given the product [C:13]([O:12][C:10]([N:7]1[CH2:8][CH2:9][C:5]([OH:4])([CH3:1])[CH2:6]1)=[O:11])([CH3:16])([CH3:15])[CH3:14], predict the reactants needed to synthesize it. The reactants are: [CH3:1][Mg]I.[O:4]=[C:5]1[CH2:9][CH2:8][N:7]([C:10]([O:12][C:13]([CH3:16])([CH3:15])[CH3:14])=[O:11])[CH2:6]1. (5) Given the product [Cl:21][C:18]1[CH:19]=[CH:20][C:15]([N:13]([CH3:14])[C:11]([C:8]2[N:9]=[CH:10][C:5]3[N:6]([C:2]([C:29]4[CH:30]=[CH:31][C:26]([C:24](=[O:25])[NH:23][CH3:22])=[CH:27][CH:28]=4)=[CH:3][N:4]=3)[CH:7]=2)=[O:12])=[CH:16][CH:17]=1, predict the reactants needed to synthesize it. The reactants are: Br[C:2]1[N:6]2[CH:7]=[C:8]([C:11]([N:13]([C:15]3[CH:20]=[CH:19][C:18]([Cl:21])=[CH:17][CH:16]=3)[CH3:14])=[O:12])[N:9]=[CH:10][C:5]2=[N:4][CH:3]=1.[CH3:22][NH:23][C:24]([C:26]1[CH:31]=[CH:30][C:29](B(O)O)=[CH:28][CH:27]=1)=[O:25].OP([O-])([O-])=O.[K+].[K+].C1COCC1. (6) Given the product [F:32][C:26]1[CH:27]=[CH:28][CH:29]=[C:30]([F:31])[C:25]=1[NH:24][C:22](=[O:23])[C:21]1[CH:33]=[C:17]([C:9]2[N:10]=[C:11]3[CH:16]=[CH:15][CH:14]=[CH:13][N:12]3[C:8]=2[C:6]2[CH:5]=[CH:4][N:3]=[C:2]([NH:44][C:43]3[CH:45]=[C:39]([CH2:37][CH3:38])[C:40]([N:49]4[CH2:50][CH2:51][CH:52]([CH2:55][CH2:56][S:57]([CH3:60])(=[O:59])=[O:58])[CH2:53][CH2:54]4)=[CH:41][C:42]=3[O:46][CH2:47][CH3:48])[N:7]=2)[CH:18]=[CH:19][C:20]=1[O:34][CH2:35][CH3:36], predict the reactants needed to synthesize it. The reactants are: Cl[C:2]1[N:7]=[C:6]([C:8]2[N:12]3[CH:13]=[CH:14][CH:15]=[CH:16][C:11]3=[N:10][C:9]=2[C:17]2[CH:18]=[CH:19][C:20]([O:34][CH2:35][CH3:36])=[C:21]([CH:33]=2)[C:22]([NH:24][C:25]2[C:30]([F:31])=[CH:29][CH:28]=[CH:27][C:26]=2[F:32])=[O:23])[CH:5]=[CH:4][N:3]=1.[CH2:37]([C:39]1[C:40]([N:49]2[CH2:54][CH2:53][CH:52]([CH2:55][CH2:56][S:57]([CH3:60])(=[O:59])=[O:58])[CH2:51][CH2:50]2)=[CH:41][C:42]([O:46][CH2:47][CH3:48])=[C:43]([CH:45]=1)[NH2:44])[CH3:38].Cl.O1CCOCC1.N. (7) The reactants are: [F:1][C:2]1[CH:3]=[CH:4][C:5]2[C:6]3[C:15]([C:16]([N:18]4[CH2:22][CH2:21][CH2:20][CH2:19]4)=[O:17])=[N:14][NH:13][C:12](=[O:23])[C:7]=3[N:8]([CH3:11])[C:9]=2[CH:10]=1.C(=O)([O-])[O-].[K+].[K+].Br[C:31]1[N:36]=[CH:35][CH:34]=[CH:33][N:32]=1. Given the product [F:1][C:2]1[CH:3]=[CH:4][C:5]2[C:6]3[C:15]([C:16]([N:18]4[CH2:22][CH2:21][CH2:20][CH2:19]4)=[O:17])=[N:14][N:13]([C:31]4[N:36]=[CH:35][CH:34]=[CH:33][N:32]=4)[C:12](=[O:23])[C:7]=3[N:8]([CH3:11])[C:9]=2[CH:10]=1, predict the reactants needed to synthesize it.